This data is from Forward reaction prediction with 1.9M reactions from USPTO patents (1976-2016). The task is: Predict the product of the given reaction. Given the reactants [O:1]1[CH2:6][CH2:5][N:4]([C:7]2[S:15][C:14]3[C:13]([N:16]4[CH2:21][CH2:20][N:19](C(OC(C)(C)C)=O)[CH2:18][CH2:17]4)=[N:12][CH:11]=[N:10][C:9]=3[CH:8]=2)[CH2:3][CH2:2]1.[ClH:29], predict the reaction product. The product is: [N:16]1([C:13]2[C:14]3[S:15][C:7]([N:4]4[CH2:3][CH2:2][O:1][CH2:6][CH2:5]4)=[CH:8][C:9]=3[N:10]=[CH:11][N:12]=2)[CH2:21][CH2:20][NH:19][CH2:18][CH2:17]1.[ClH:29].